This data is from HIV replication inhibition screening data with 41,000+ compounds from the AIDS Antiviral Screen. The task is: Binary Classification. Given a drug SMILES string, predict its activity (active/inactive) in a high-throughput screening assay against a specified biological target. (1) The molecule is CN(C)C(=N)NC(=S)N(C)C. The result is 0 (inactive). (2) The drug is COC1=C(Br)C(O)C2(C=C1Br)CC(C(=O)NCCCOc1c(Br)cc(C(O)CNC(C)=O)cc1Br)=NO2. The result is 0 (inactive). (3) The molecule is O=C1CCCCC1C1CCCC(C2CCCCC2=O)C1=O. The result is 0 (inactive). (4) The drug is COc1c(C)c2nc3ccccc3nc2c2c(O)ccnc12. The result is 0 (inactive). (5) The compound is CC(C)(C)C1COP(=O)(c2ccccc2)N(c2ccccc2)C1.CC(C)(C)C1COP(=O)(c2ccccc2)N(c2ccccc2)C1. The result is 0 (inactive). (6) The drug is O=P1(c2ccccc2)Nc2ccccc2N1c1ccccc1. The result is 0 (inactive). (7) The compound is O=S(Cc1ccccc1)C(=CNC(=S)Nc1cc(Cl)ccc1Cl)c1ccccc1. The result is 0 (inactive). (8) The molecule is O=c1ccn(-c2ccccn2)c(=O)n1-c1ccccn1. The result is 0 (inactive).